This data is from Catalyst prediction with 721,799 reactions and 888 catalyst types from USPTO. The task is: Predict which catalyst facilitates the given reaction. (1) Reactant: C[O:2][C:3](=[O:65])[C:4]1[CH:9]=[CH:8][C:7]([C:10]2[S:11][C:12]([C:15](=[O:17])[CH3:16])=[CH:13][CH:14]=2)=[CH:6][C:5]=1[CH2:18][O:19][C:20]1[CH:25]=[CH:24][C:23]([C:26]2[N:30]([CH:31]3[CH2:36][CH2:35][CH2:34][CH2:33][CH2:32]3)[C:29]3[CH:37]=[CH:38][C:39]([C:41]4[N:42]=[N:43][N:44]([C:46]([C:59]5[CH:64]=[CH:63][CH:62]=[CH:61][CH:60]=5)([C:53]5[CH:58]=[CH:57][CH:56]=[CH:55][CH:54]=5)[C:47]5[CH:52]=[CH:51][CH:50]=[CH:49][CH:48]=5)[N:45]=4)=[CH:40][C:28]=3[N:27]=2)=[CH:22][CH:21]=1.[OH-].[Li+].C1COCC1.Cl. Product: [CH:31]1([N:30]2[C:29]3[CH:37]=[CH:38][C:39]([C:41]4[N:42]=[N:43][N:44]([C:46]([C:53]5[CH:58]=[CH:57][CH:56]=[CH:55][CH:54]=5)([C:59]5[CH:60]=[CH:61][CH:62]=[CH:63][CH:64]=5)[C:47]5[CH:48]=[CH:49][CH:50]=[CH:51][CH:52]=5)[N:45]=4)=[CH:40][C:28]=3[N:27]=[C:26]2[C:23]2[CH:22]=[CH:21][C:20]([O:19][CH2:18][C:5]3[CH:6]=[C:7]([C:10]4[S:11][C:12]([C:15](=[O:17])[CH3:16])=[CH:13][CH:14]=4)[CH:8]=[CH:9][C:4]=3[C:3]([OH:65])=[O:2])=[CH:25][CH:24]=2)[CH2:32][CH2:33][CH2:34][CH2:35][CH2:36]1. The catalyst class is: 97. (2) Reactant: [F:1][C:2]1[CH:3]=[C:4]([CH:7]=[CH:8][C:9]=1F)[C:5]#[N:6].[C:11]1([OH:17])[CH:16]=[CH:15][CH:14]=[CH:13][CH:12]=1.CN(C=O)C.C(=O)([O-])[O-].[Cs+].[Cs+]. Product: [F:1][C:2]1[CH:3]=[C:4]([CH:7]=[CH:8][C:9]=1[O:17][C:11]1[CH:16]=[CH:15][CH:14]=[CH:13][CH:12]=1)[C:5]#[N:6]. The catalyst class is: 6.